From a dataset of Forward reaction prediction with 1.9M reactions from USPTO patents (1976-2016). Predict the product of the given reaction. (1) The product is: [Br:23][C:24]1[C:25]([O:37][CH3:38])=[CH:26][C:27]([C:32]2[O:33][C:34]([C:14](=[O:15])[CH:13]([C:10]3[CH:9]=[CH:8][C:7]([N:3]4[CH2:4][CH2:5][CH2:6][S:2]4(=[O:1])=[O:22])=[CH:12][CH:11]=3)[O:20][CH3:21])=[CH:35][CH:36]=2)=[CH:28][C:29]=1[O:30][CH3:31]. Given the reactants [O:1]=[S:2]1(=[O:22])[CH2:6][CH2:5][CH2:4][N:3]1[C:7]1[CH:12]=[CH:11][C:10]([CH:13]([O:20][CH3:21])[C:14](N(OC)C)=[O:15])=[CH:9][CH:8]=1.[Br:23][C:24]1[C:29]([O:30][CH3:31])=[CH:28][C:27]([C:32]2[O:33][CH:34]=[CH:35][CH:36]=2)=[CH:26][C:25]=1[O:37][CH3:38], predict the reaction product. (2) Given the reactants [NH2:1][C:2]1[N:10]=[CH:9][CH:8]=[CH:7][C:3]=1[C:4]([OH:6])=O.ON1C2C=CC=CC=2N=N1.CCN=C=NCCCN(C)C.[CH3:32][C:33]1[CH:34]=[C:35]([S:39][C:40]2[CH:47]=[CH:46][C:43]([CH2:44][NH2:45])=[CH:42][CH:41]=2)[CH:36]=[CH:37][CH:38]=1.C(=O)(O)[O-].[Na+], predict the reaction product. The product is: [CH3:32][C:33]1[CH:34]=[C:35]([S:39][C:40]2[CH:47]=[CH:46][C:43]([CH2:44][NH:45][C:4](=[O:6])[C:3]3[CH:7]=[CH:8][CH:9]=[N:10][C:2]=3[NH2:1])=[CH:42][CH:41]=2)[CH:36]=[CH:37][CH:38]=1.